From a dataset of Forward reaction prediction with 1.9M reactions from USPTO patents (1976-2016). Predict the product of the given reaction. (1) Given the reactants C([Li])CCC.C(N[CH:10]([CH3:12])[CH3:11])(C)C.[F:13][C:14]1C=NC=C[C:19]=1[I:20].[C:21](OCC)(=[O:27])[C:22]([O:24][CH2:25][CH3:26])=[O:23].[Cl-].[NH4+:32], predict the reaction product. The product is: [CH2:25]([O:24][C:22](=[O:23])[C:21]([C:11]1[CH:10]=[CH:12][N:32]=[C:19]([I:20])[C:14]=1[F:13])=[O:27])[CH3:26]. (2) Given the reactants [CH3:1][C:2]([O:6][C:7]1[CH:12]=[CH:11][C:10]([C:13]([F:16])([F:15])[F:14])=[CH:9][CH:8]=1)([C:4]#[CH:5])[CH3:3].C([Li])CCC.[CH2:22]=[O:23], predict the reaction product. The product is: [CH3:3][C:2]([O:6][C:7]1[CH:12]=[CH:11][C:10]([C:13]([F:15])([F:14])[F:16])=[CH:9][CH:8]=1)([CH3:1])[C:4]#[C:5][CH2:22][OH:23]. (3) Given the reactants [Cl:1][C:2]1[C:7]([O:8][CH3:9])=[CH:6][C:5]([O:10][CH3:11])=[C:4]([Cl:12])[C:3]=1[C:13]1[N:18]=[C:17]2[NH:19][N:20]=[C:21](I)[C:16]2=[CH:15][N:14]=1.[CH3:23][N:24]([CH3:46])[C:25]([CH:27]1[CH2:36][CH2:35][C:34]2[C:29](=[CH:30][CH:31]=[C:32](B3OC(C)(C)C(C)(C)O3)[CH:33]=2)[O:28]1)=[O:26], predict the reaction product. The product is: [Cl:1][C:2]1[C:7]([O:8][CH3:9])=[CH:6][C:5]([O:10][CH3:11])=[C:4]([Cl:12])[C:3]=1[C:13]1[N:18]=[C:17]2[NH:19][N:20]=[C:21]([C:32]3[CH:33]=[C:34]4[C:29](=[CH:30][CH:31]=3)[O:28][CH:27]([C:25]([N:24]([CH3:46])[CH3:23])=[O:26])[CH2:36][CH2:35]4)[C:16]2=[CH:15][N:14]=1. (4) Given the reactants Br[C:2]1[CH:3]=[CH:4][C:5]([NH:11][C:12](=O)[CH:13]([Cl:15])[CH3:14])=[C:6]([CH:10]=1)[C:7]([OH:9])=O.[CH3:17]OC1C=CC(N)=CC=1.[CH3:26][C:27]1[CH:32]=[CH:31][C:30]([NH2:33])=[CH:29][CH:28]=1, predict the reaction product. The product is: [Cl:15][CH:13]([C:12]1[N:33]([C:30]2[CH:31]=[CH:32][C:27]([CH3:26])=[CH:28][C:29]=2[CH3:17])[C:7](=[O:9])[C:6]2[C:5](=[CH:4][CH:3]=[CH:2][CH:10]=2)[N:11]=1)[CH3:14]. (5) Given the reactants [OH:1][CH:2]([CH3:15])[CH2:3][C:4]([CH:6]1[C:11]([CH3:13])([CH3:12])[CH2:10][CH:9]=[CH:8][CH:7]1[CH3:14])=[O:5].N1C=CC=CC=1.Cl[C:23]([O:25][CH2:26][CH3:27])=[O:24].Cl, predict the reaction product. The product is: [C:23](=[O:24])([O:1][CH:2]([CH3:15])[CH2:3][C:4](=[O:5])[C@@H:6]1[C:11]([CH3:13])([CH3:12])[CH2:10][CH:9]=[CH:8][C@H:7]1[CH3:14])[O:25][CH2:26][CH3:27]. (6) The product is: [Cl:9][C:10]1[CH:11]=[C:12]([C:20]2[O:24][N:23]=[C:22]([C:25]3[CH:33]=[C:32]4[C:28]([C:29]([CH2:34][CH2:35][C:36]([OH:38])=[O:37])=[CH:30][N:31]4[CH3:1])=[CH:27][CH:26]=3)[N:21]=2)[CH:13]=[N:14][C:15]=1[O:16][CH:17]([CH3:19])[CH3:18]. Given the reactants [CH2:1]1N2CCN(CC2)C1.[Cl:9][C:10]1[CH:11]=[C:12]([C:20]2[O:24][N:23]=[C:22]([C:25]3[CH:33]=[C:32]4[C:28]([C:29]([CH2:34][CH2:35][C:36]([OH:38])=[O:37])=[CH:30][NH:31]4)=[CH:27][CH:26]=3)[N:21]=2)[CH:13]=[N:14][C:15]=1[O:16][CH:17]([CH3:19])[CH3:18], predict the reaction product. (7) Given the reactants [N:1]1([C:7]([O:9][C:10]([CH3:13])([CH3:12])[CH3:11])=[O:8])[CH2:6][CH2:5][NH:4][CH2:3][CH2:2]1.Cl[CH2:15][C@H:16]1[CH2:18][O:17]1, predict the reaction product. The product is: [O:17]1[CH2:18][C@H:16]1[CH2:15][N:4]1[CH2:5][CH2:6][N:1]([C:7]([O:9][C:10]([CH3:13])([CH3:12])[CH3:11])=[O:8])[CH2:2][CH2:3]1. (8) Given the reactants [N:1]1[C:5]2[CH:6]=[CH:7][CH:8]=[CH:9][C:4]=2[NH:3][CH:2]=1.[H-].[Na+].ClC1C=CC([C:19]2[CH:24]=[CH:23][CH:22]=[CH:21][C:20]=2[S:25]([C:28]2[CH:33]=[CH:32][CH:31]=[CH:30][C:29]=2C2C=CC(Cl)=CC=2)(=[O:27])=[O:26])=CC=1, predict the reaction product. The product is: [C:20]1([S:25]([C:28]2[CH:33]=[CH:32][C:31]([N:1]3[C:5]4[CH:6]=[CH:7][CH:8]=[CH:9][C:4]=4[N:3]=[CH:2]3)=[CH:30][CH:29]=2)(=[O:27])=[O:26])[CH:19]=[CH:24][CH:23]=[CH:22][CH:21]=1.